The task is: Predict the reaction yield, written as a fraction of the theoretical maximum amount of product (1.0 means a 100% yield; for example, 0.34 means a 34% yield).. This data is from Reaction yield outcomes from USPTO patents with 853,638 reactions. The catalyst is CO. The reactants are [F:1][C:2]1[CH:3]=[CH:4][C:5]([CH3:11])=[C:6]([N:8]=[C:9]=S)[CH:7]=1.[NH2:12][C:13]1[CH:18]=[CH:17][C:16]([CH2:19][C:20]([O:22][CH3:23])=[O:21])=[CH:15][C:14]=1[OH:24]. The product is [F:1][C:2]1[CH:3]=[CH:4][C:5]([CH3:11])=[C:6]([NH:8][C:9]2[O:24][C:14]3[CH:15]=[C:16]([CH2:19][C:20]([O:22][CH3:23])=[O:21])[CH:17]=[CH:18][C:13]=3[N:12]=2)[CH:7]=1. The yield is 0.460.